The task is: Predict the reactants needed to synthesize the given product.. This data is from Full USPTO retrosynthesis dataset with 1.9M reactions from patents (1976-2016). (1) Given the product [C:41]([NH:1][C:2]1[C:3]([C:7]([O:9][CH3:10])=[O:8])=[CH:4][S:5][CH:6]=1)(=[O:44])[CH2:42][CH3:43], predict the reactants needed to synthesize it. The reactants are: [NH2:1][C:2]1[C:3]([C:7]([O:9][CH3:10])=[O:8])=[CH:4][S:5][CH:6]=1.CCN=C=NCCCN(C)C.C1C=CC2N(O)N=NC=2C=1.CCN(C(C)C)C(C)C.[C:41](O)(=[O:44])[CH2:42][CH3:43]. (2) Given the product [Si:1]([O:8][CH2:9][CH2:10][CH2:11][N:12]1[C:17](=[O:18])[C:16]2[CH:19]=[C:20]([O:55][C:51]3[CH:52]=[CH:53][CH:54]=[C:49]([Cl:48])[CH:50]=3)[N:21]=[CH:22][C:15]=2[N:14]([CH3:33])[C:13]1=[O:34])([C:4]([CH3:7])([CH3:6])[CH3:5])([CH3:2])[CH3:3], predict the reactants needed to synthesize it. The reactants are: [Si:1]([O:8][CH2:9][CH2:10][CH2:11][N:12]1[C:17](=[O:18])[C:16]2[C:19](C(C3C=CC(Cl)=CC=3)O)=[C:20](Cl)[N:21]=[CH:22][C:15]=2[N:14]([CH3:33])[C:13]1=[O:34])([C:4]([CH3:7])([CH3:6])[CH3:5])([CH3:3])[CH3:2].C([O-])([O-])=O.[Cs+].[Cs+].CN(C)CC(O)=O.[Cl:48][C:49]1[CH:50]=[C:51]([OH:55])[CH:52]=[CH:53][CH:54]=1.